From a dataset of Reaction yield outcomes from USPTO patents with 853,638 reactions. Predict the reaction yield, written as a fraction of the theoretical maximum amount of product (1.0 means a 100% yield; for example, 0.34 means a 34% yield). (1) The reactants are [CH3:1][C@:2]12[C:10]([C:11]3([CH2:14]/[CH:15]=[CH:16]\[C:17]([OH:20])([CH3:19])[CH3:18])[CH2:13][CH2:12]3)=[CH:9][CH2:8][C@H:7]1[C@@H:6]([OH:21])[CH2:5][CH2:4][CH2:3]2. The catalyst is [Hg].F[B-](F)(F)F.[Rh+3].C1CCC=CCCC=1.C1(P(C2C=CC=CC=2)CCCCP(C2C=CC=CC=2)C2C=CC=CC=2)C=CC=CC=1.F[B-](F)(F)F.F[B-](F)(F)F.ClCCl. The product is [CH3:1][C@:2]12[C:10]([C:11]3([CH2:14][CH2:15][CH2:16][C:17]([OH:20])([CH3:18])[CH3:19])[CH2:12][CH2:13]3)=[CH:9][CH2:8][C@H:7]1[C@@H:6]([OH:21])[CH2:5][CH2:4][CH2:3]2. The yield is 0.750. (2) The reactants are [F:1][C:2]1[CH:3]=[C:4]([NH:8][C:9]2[C:10]3[S:23](=[O:24])[CH2:22][CH2:21][C:11]=3[N:12]=[C:13]([N:15]3[CH2:20][CH2:19][NH:18][CH2:17][CH2:16]3)[N:14]=2)[CH:5]=[CH:6][CH:7]=1.Br[C:26]1[CH:33]=[CH:32][C:29]([C:30]#[N:31])=[CH:28][CH:27]=1.CC1(C)C2C(=C(P(C3C=CC=CC=3)C3C=CC=CC=3)C=CC=2)OC2C(P(C3C=CC=CC=3)C3C=CC=CC=3)=CC=CC1=2.C(=O)([O-])[O-].[Cs+].[Cs+]. The catalyst is C([O-])(=O)C.[Pd+2].C([O-])(=O)C. The product is [F:1][C:2]1[CH:3]=[C:4]([NH:8][C:9]2[C:10]3[S:23](=[O:24])[CH2:22][CH2:21][C:11]=3[N:12]=[C:13]([N:15]3[CH2:20][CH2:19][N:18]([C:26]4[CH:33]=[CH:32][C:29]([C:30]#[N:31])=[CH:28][CH:27]=4)[CH2:17][CH2:16]3)[N:14]=2)[CH:5]=[CH:6][CH:7]=1. The yield is 0.360. (3) The reactants are [CH2:1]([N:3]([CH2:6][C:7]1[CH:24]=[CH:23][C:10](/[CH:11]=[N:12]/[C:13]2[CH:21]=[CH:20][CH:19]=[C:18]3[C:14]=2[CH2:15][O:16][C:17]3=[O:22])=[CH:9][CH:8]=1)[CH2:4][CH3:5])[CH3:2].[Cl:25][C:26]1[CH:33]=[CH:32][C:29]([CH:30]=O)=[CH:28][CH:27]=1.[O-:34][CH2:35][CH3:36].[Na+].C(O)C. The catalyst is C(OCC)(=O)CC. The product is [Cl:25][C:26]1[CH:33]=[CH:32][C:29]([CH:30]2[C:35](=[O:34])[C:36]3[C:18]([C:17]([O:16][CH2:15][CH3:14])=[O:22])=[CH:19][CH:20]=[CH:21][C:13]=3[NH:12][CH:11]2[C:10]2[CH:23]=[CH:24][C:7]([CH2:6][N:3]([CH2:4][CH3:5])[CH2:1][CH3:2])=[CH:8][CH:9]=2)=[CH:28][CH:27]=1. The yield is 0.350. (4) The reactants are [NH:1]1[CH2:6][CH2:5][CH:4]([CH2:7][OH:8])[CH2:3][CH2:2]1.C(N(CC)CC)C.[C:16](O[C:16]([O:18][C:19]([CH3:22])([CH3:21])[CH3:20])=[O:17])([O:18][C:19]([CH3:22])([CH3:21])[CH3:20])=[O:17].C(O)(=O)C. The catalyst is ClCCl. The product is [C:19]([O:18][C:16]([N:1]1[CH2:6][CH2:5][CH:4]([CH2:7][OH:8])[CH2:3][CH2:2]1)=[O:17])([CH3:22])([CH3:21])[CH3:20]. The yield is 0.890. (5) The reactants are F[C:2]1[CH:7]=[CH:6][C:5]([C:8](=[O:17])[C:9]2[CH:14]=[CH:13][C:12]([O:15][CH3:16])=[CH:11][CH:10]=2)=[CH:4][C:3]=1[S:18]([NH2:21])(=O)=[O:19].[NH3:22]. The catalyst is O1CCOCC1. The product is [NH2:22][C:2]1[CH:7]=[CH:6][C:5]([C:8](=[O:17])[C:9]2[CH:14]=[CH:13][C:12]([O:15][CH3:16])=[CH:11][CH:10]=2)=[CH:4][C:3]=1[S:18]([NH2:21])=[O:19]. The yield is 0.810. (6) The product is [ClH:37].[CH3:13][O:14][C:15]1[N:20]=[C:19]([NH:21][CH2:22][CH2:23][C:24]2[S:25][CH:26]=[CH:27][CH:28]=2)[CH:18]=[C:17]([C:29]2[CH:34]=[CH:33][CH:32]=[C:31]([O:35][CH3:36])[CH:30]=2)[N:16]=1. The yield is 0.450. The catalyst is CCO.CCOCC. The reactants are [N+](C1C=CC(CCN)=CC=1)([O-])=O.[CH3:13][O:14][C:15]1[N:20]=[C:19]([NH:21][CH2:22][CH2:23][C:24]2[S:25][CH:26]=[CH:27][CH:28]=2)[CH:18]=[C:17]([C:29]2[CH:34]=[CH:33][CH:32]=[C:31]([O:35][CH3:36])[CH:30]=2)[N:16]=1.[ClH:37]. (7) The reactants are [C:1]([S:4][CH2:5][CH:6]([CH2:9][CH2:10][CH2:11][CH3:12])[CH:7]=[O:8])(=[O:3])[CH3:2].O[CH:14]([CH:16]=[CH2:17])[CH3:15].C1(C)C=CC(S([O-])(=O)=O)=CC=1.[NH+]1C=CC=CC=1. No catalyst specified. The product is [C:1]([S:4][CH2:5][C:6]([CH2:15][CH2:14][CH2:16][CH3:17])([CH2:9]/[CH:10]=[CH:11]/[CH3:12])[CH:7]=[O:8])(=[O:3])[CH3:2]. The yield is 0.805. (8) The reactants are Br[C:2]1[N:3]=[C:4]([CH:7]([O:20][Si:21]([C:24]([CH3:27])([CH3:26])[CH3:25])([CH3:23])[CH3:22])[CH2:8][CH2:9][CH2:10][CH2:11][CH2:12][CH2:13][C:14]2[CH:19]=[CH:18][CH:17]=[CH:16][CH:15]=2)[O:5][CH:6]=1.N#C[C:30](=[O:33])[O:31][CH3:32]. The yield is 0.370. No catalyst specified. The product is [Si:21]([O:20][CH:7]([C:4]1[O:5][CH:6]=[C:2]([C:30]([O:31][CH3:32])=[O:33])[N:3]=1)[CH2:8][CH2:9][CH2:10][CH2:11][CH2:12][CH2:13][C:14]1[CH:19]=[CH:18][CH:17]=[CH:16][CH:15]=1)([C:24]([CH3:27])([CH3:26])[CH3:25])([CH3:23])[CH3:22]. (9) The reactants are [F:1][C:2]1[CH:7]=[CH:6][C:5]([C:8]2[C:9]([N:14]3[CH2:19][CH2:18][N:17]([CH2:20][CH2:21][NH:22][CH3:23])[CH2:16][CH2:15]3)=[N:10][CH:11]=[CH:12][N:13]=2)=[CH:4][CH:3]=1.C(N(CC)CC)C.[CH3:31][N:32]1[CH:36]=[C:35]([S:37]([Cl:40])(=[O:39])=[O:38])[N:34]=[CH:33]1. The catalyst is ClCCl. The product is [ClH:40].[F:1][C:2]1[CH:7]=[CH:6][C:5]([C:8]2[C:9]([N:14]3[CH2:15][CH2:16][N:17]([CH2:20][CH2:21][N:22]([CH3:23])[S:37]([C:35]4[N:34]=[CH:33][N:32]([CH3:31])[CH:36]=4)(=[O:39])=[O:38])[CH2:18][CH2:19]3)=[N:10][CH:11]=[CH:12][N:13]=2)=[CH:4][CH:3]=1. The yield is 0.500.